Dataset: Forward reaction prediction with 1.9M reactions from USPTO patents (1976-2016). Task: Predict the product of the given reaction. (1) Given the reactants [F:1][C:2]1[CH:10]=[C:9]2[C:5]([CH:6]=[N:7][N:8]2[CH:11]2[CH2:16][CH2:15][CH2:14][CH2:13][O:12]2)=[CH:4][C:3]=1B1OC(C)(C)C(C)(C)O1.Br[C:27]1[CH:28]=[C:29]([CH2:33][N:34]([CH3:36])[CH3:35])[CH:30]=[N:31][CH:32]=1.C([O-])([O-])=O.[Na+].[Na+].C(Cl)Cl, predict the reaction product. The product is: [F:1][C:2]1[CH:10]=[C:9]2[C:5]([CH:6]=[N:7][N:8]2[CH:11]2[CH2:16][CH2:15][CH2:14][CH2:13][O:12]2)=[CH:4][C:3]=1[C:27]1[CH:28]=[C:29]([CH2:33][N:34]([CH3:36])[CH3:35])[CH:30]=[N:31][CH:32]=1. (2) Given the reactants ON1C2C=CC=CC=2N=N1.[NH:11]1[C:19]2[C:14](=[CH:15][CH:16]=[CH:17][CH:18]=2)[C:13]([CH2:20][CH2:21][CH2:22][CH2:23][CH2:24][CH2:25][NH2:26])=[CH:12]1.CN1CCOCC1.Cl.[CH3:35][N:36]([CH3:53])[C:37]1([C:47]2[CH:52]=[CH:51][CH:50]=[CH:49][CH:48]=2)[CH2:42][CH2:41][CH:40]([CH2:43][C:44](O)=[O:45])[CH2:39][CH2:38]1.C1(N=C=NC2CCCCC2)CCCCC1.C(NC1CCCCC1)(NC1CCCCC1)=O.[OH-].[Na+], predict the reaction product. The product is: [CH3:53][N:36]([CH3:35])[C:37]1([C:47]2[CH:48]=[CH:49][CH:50]=[CH:51][CH:52]=2)[CH2:42][CH2:41][CH:40]([CH2:43][C:44]([NH:26][CH2:25][CH2:24][CH2:23][CH2:22][CH2:21][CH2:20][C:13]2[C:14]3[C:19](=[CH:18][CH:17]=[CH:16][CH:15]=3)[NH:11][CH:12]=2)=[O:45])[CH2:39][CH2:38]1. (3) Given the reactants [C:1]1(=[O:11])[NH:5][C:4](=[O:6])[C:3]2=[CH:7][CH:8]=[CH:9][CH:10]=[C:2]12.[CH2:12]([C@H:14]1[O:16][CH2:15]1)Cl.C(=O)([O-])[O-].[Na+].[Na+].CC(C)([O-])C.[K+], predict the reaction product. The product is: [CH2:12]([C:10]1[CH:9]=[CH:8][CH:7]=[C:3]2[C:4]([NH:5][C:1](=[O:11])[C:2]=12)=[O:6])[C@@H:14]1[O:16][CH2:15]1. (4) The product is: [CH2:5]1[C:4]2[CH:3]=[CH:16][C:7]([C:23]([O:21][CH2:17][CH3:18])=[O:20])=[CH:8][C:9]=2[CH2:10][CH2:11][NH:12][CH2:6]1. Given the reactants C([C:3]1[CH:4]=[CH:5][C:6]2[NH:12][CH2:11][CH:10](C([O-])=O)[CH2:9][CH2:8][C:7]=2[CH:16]=1)#N.[CH3:17][CH2:18]O.[OH2:20].[OH-:21].[Na+].[CH3:23][Si](Cl)(C)C, predict the reaction product. (5) Given the reactants Cl[C:2]1[C:11]2[N:12]=[CH:13][N:14]([CH2:15][CH:16]([CH3:18])[CH3:17])[C:10]=2[C:9]2[CH:8]=[CH:7][CH:6]=[CH:5][C:4]=2[N:3]=1.Cl.[NH2:20]O.C([O-])(=O)C.[Na+], predict the reaction product. The product is: [CH3:17][CH:16]([CH2:15][N:14]1[C:10]2[C:9]3[CH:8]=[CH:7][CH:6]=[CH:5][C:4]=3[N:3]=[C:2]([NH2:20])[C:11]=2[N:12]=[CH:13]1)[CH3:18]. (6) Given the reactants O.NN.[CH3:4][O:5][C:6]1[N:7]=[C:8]2[C:17](=[CH:18][CH:19]=1)[N:16]=[CH:15][C:14]1[O:13][CH2:12][CH:11]([C@H:20]3[CH2:25][CH2:24][C@H:23]([N:26]4C(=O)C5C(=CC=CC=5)C4=O)[CH2:22][CH2:21]3)[N:10]([CH3:37])[C:9]2=1, predict the reaction product. The product is: [CH3:4][O:5][C:6]1[N:7]=[C:8]2[C:17](=[CH:18][CH:19]=1)[N:16]=[CH:15][C:14]1[O:13][CH2:12][CH:11]([C@H:20]3[CH2:25][CH2:24][C@H:23]([NH2:26])[CH2:22][CH2:21]3)[N:10]([CH3:37])[C:9]2=1.